From a dataset of NCI-60 drug combinations with 297,098 pairs across 59 cell lines. Regression. Given two drug SMILES strings and cell line genomic features, predict the synergy score measuring deviation from expected non-interaction effect. Drug 1: C1=CC(=C2C(=C1NCCNCCO)C(=O)C3=C(C=CC(=C3C2=O)O)O)NCCNCCO. Drug 2: CN1C(=O)N2C=NC(=C2N=N1)C(=O)N. Cell line: SNB-75. Synergy scores: CSS=55.8, Synergy_ZIP=2.17, Synergy_Bliss=3.03, Synergy_Loewe=-57.9, Synergy_HSA=1.51.